From a dataset of Reaction yield outcomes from USPTO patents with 853,638 reactions. Predict the reaction yield, written as a fraction of the theoretical maximum amount of product (1.0 means a 100% yield; for example, 0.34 means a 34% yield). (1) The reactants are [CH3:1][C:2]1[CH:44]=[CH:43][C:5]([C:6]([O:8][C@H:9]2[C:13]([Cl:15])([Cl:14])[C@H:12]([N:16]3[CH:21]=[CH:20][C:19](NC(=O)C4C=CC=CC=4)=[N:18][C:17]3=[O:31])[O:11][C@@H:10]2[CH2:32][O:33][C:34](=[O:42])[C:35]2[CH:40]=[CH:39][C:38]([CH3:41])=[CH:37][CH:36]=2)=[O:7])=[CH:4][CH:3]=1.C(O)(=[O:47])C. No catalyst specified. The product is [CH3:1][C:2]1[CH:44]=[CH:43][C:5]([C:6]([O:8][C@H:9]2[C:13]([Cl:14])([Cl:15])[C@H:12]([N:16]3[CH:21]=[CH:20][C:19](=[O:47])[NH:18][C:17]3=[O:31])[O:11][C@@H:10]2[CH2:32][O:33][C:34](=[O:42])[C:35]2[CH:36]=[CH:37][C:38]([CH3:41])=[CH:39][CH:40]=2)=[O:7])=[CH:4][CH:3]=1. The yield is 0.760. (2) The reactants are Cl[CH:2]([CH:14]1[CH2:19][CH2:18][CH2:17][CH2:16][CH2:15]1)[C:3]1[O:4][C:5]2[CH:12]=[CH:11][C:10]([F:13])=[CH:9][C:6]=2[C:7]=1[CH3:8].[NH2:20][C:21]1[CH:26]=[CH:25][C:24]([C:27]([NH:29][CH2:30][CH2:31][C:32]([O:34]CC)=[O:33])=[O:28])=[CH:23][CH:22]=1. No catalyst specified. The product is [CH:14]1([CH:2]([NH:20][C:21]2[CH:22]=[CH:23][C:24]([C:27]([NH:29][CH2:30][CH2:31][C:32]([OH:34])=[O:33])=[O:28])=[CH:25][CH:26]=2)[C:3]2[O:4][C:5]3[CH:12]=[CH:11][C:10]([F:13])=[CH:9][C:6]=3[C:7]=2[CH3:8])[CH2:19][CH2:18][CH2:17][CH2:16][CH2:15]1. The yield is 0.500. (3) The reactants are [Al+3].[Cl-].[Cl-].[Cl-].[C:5](Cl)(=[O:7])[CH3:6].[Cl:9][C:10]1[CH:15]=[C:14]([O:16]C)[CH:13]=[CH:12][C:11]=1[O:18][CH3:19].Cl. The yield is 0.850. The product is [Cl:9][C:10]1[C:11]([O:18][CH3:19])=[CH:12][C:13]([C:5](=[O:7])[CH3:6])=[C:14]([OH:16])[CH:15]=1. The catalyst is C(Cl)Cl. (4) The reactants are [NH:1]1[CH:5]=[C:4]([C:6]2[CH:7]=[N:8][CH:9]=[CH:10][C:11]=2[O:12][C:13]2[C:18]([F:19])=[CH:17][C:16]([NH:20][C:21]([C:23]3[C:24](=[O:39])[N:25]([C:32]4[CH:37]=[CH:36][C:35]([F:38])=[CH:34][CH:33]=4)[CH:26]=[CH:27][C:28]=3[O:29][CH2:30][CH3:31])=[O:22])=[C:15]([F:40])[CH:14]=2)[CH:3]=[N:2]1.[ClH:41]. The catalyst is C(#N)C.O. The product is [ClH:41].[NH:1]1[CH:5]=[C:4]([C:6]2[CH:7]=[N:8][CH:9]=[CH:10][C:11]=2[O:12][C:13]2[C:18]([F:19])=[CH:17][C:16]([NH:20][C:21]([C:23]3[C:24](=[O:39])[N:25]([C:32]4[CH:37]=[CH:36][C:35]([F:38])=[CH:34][CH:33]=4)[CH:26]=[CH:27][C:28]=3[O:29][CH2:30][CH3:31])=[O:22])=[C:15]([F:40])[CH:14]=2)[CH:3]=[N:2]1. The yield is 0.870.